The task is: Predict the reactants needed to synthesize the given product.. This data is from Full USPTO retrosynthesis dataset with 1.9M reactions from patents (1976-2016). (1) Given the product [C:30]([O:29][C:28](=[O:34])[N:27]([CH:35]1[CH2:40][CH2:39][CH:38]([N:1]([CH2:42][CH3:43])[C:2]2[C:17]3[CH2:16][CH:15]=[CH:14][CH2:13][CH2:12][C:11]4[CH:18]=[C:19]([CH3:24])[N:20]=[C:21]([O:22][CH3:23])[C:10]=4[CH2:9][NH:8][C:7](=[O:25])[C:6]=3[CH:5]=[CH:4][CH:3]=2)[CH2:37][CH2:36]1)[CH3:26])([CH3:33])([CH3:32])[CH3:31], predict the reactants needed to synthesize it. The reactants are: [NH2:1][C:2]1[C:17]2[CH2:16][CH:15]=[CH:14][CH2:13][CH2:12][C:11]3[CH:18]=[C:19]([CH3:24])[N:20]=[C:21]([O:22][CH3:23])[C:10]=3[CH2:9][NH:8][C:7](=[O:25])[C:6]=2[CH:5]=[CH:4][CH:3]=1.[CH3:26][N:27]([CH:35]1[CH2:40][CH2:39][C:38](=O)[CH2:37][CH2:36]1)[C:28](=[O:34])[O:29][C:30]([CH3:33])([CH3:32])[CH3:31].[CH3:42][C:43](O)=O.[BH-](OC(C)=O)(OC(C)=O)OC(C)=O.[Na+].C(=O)C.C([O-])(O)=O.[Na+]. (2) Given the product [NH2:31][C:10]1[C:9]([C:7]2[S:6][C:5]3[CH:32]=[CH:33][C:2]([NH:1][C:42]([NH:41][C:38]4[CH:39]=[CH:40][C:35]([Cl:34])=[C:36]([C:44]([F:46])([F:45])[F:47])[CH:37]=4)=[O:43])=[CH:3][C:4]=3[CH:8]=2)=[CH:14][C:13]([C:15]2[N:19]([CH2:20][CH2:21][CH2:22][O:23][Si:24]([C:27]([CH3:28])([CH3:29])[CH3:30])([CH3:25])[CH3:26])[N:18]=[N:17][N:16]=2)=[CH:12][N:11]=1, predict the reactants needed to synthesize it. The reactants are: [NH2:1][C:2]1[CH:33]=[CH:32][C:5]2[S:6][C:7]([C:9]3[C:10]([NH2:31])=[N:11][CH:12]=[C:13]([C:15]4[N:19]([CH2:20][CH2:21][CH2:22][O:23][Si:24]([C:27]([CH3:30])([CH3:29])[CH3:28])([CH3:26])[CH3:25])[N:18]=[N:17][N:16]=4)[CH:14]=3)=[CH:8][C:4]=2[CH:3]=1.[Cl:34][C:35]1[CH:40]=[CH:39][C:38]([N:41]=[C:42]=[O:43])=[CH:37][C:36]=1[C:44]([F:47])([F:46])[F:45]. (3) Given the product [CH2:11]([N:7]1[CH:6]=[C:5]2[C:9]([CH:10]=[C:2]([Br:1])[CH:3]=[CH:4]2)=[N:8]1)[C:12]1[CH:17]=[CH:16][CH:15]=[CH:14][CH:13]=1, predict the reactants needed to synthesize it. The reactants are: [Br:1][C:2]1[CH:10]=[C:9]2[C:5]([CH:6]=[N:7][NH:8]2)=[CH:4][CH:3]=1.[CH2:11](Br)[C:12]1[CH:17]=[CH:16][CH:15]=[CH:14][CH:13]=1.C(OCC)(=O)C. (4) Given the product [F:22][C:15]1[CH:16]=[CH:17][C:18]([O:20][CH3:21])=[CH:19][C:14]=1[C:8]1[CH:9]=[CH:10][C:11]([OH:13])=[CH:12][C:7]=1[CH:4]1[CH2:3][CH2:2][O:1][CH2:6][CH2:5]1, predict the reactants needed to synthesize it. The reactants are: [O:1]1[CH2:6][CH:5]=[C:4]([C:7]2[CH:12]=[C:11]([OH:13])[CH:10]=[CH:9][C:8]=2[C:14]2[CH:19]=[C:18]([O:20][CH3:21])[CH:17]=[CH:16][C:15]=2[F:22])[CH2:3][CH2:2]1. (5) Given the product [CH2:1]([O:8][C:9]([N:11]1[C:20]2[C:15](=[CH:16][CH:17]=[CH:18][CH:19]=2)[C:14](=[N:37][CH2:30][C:31]2[CH:36]=[CH:35][CH:34]=[CH:33][CH:32]=2)[CH2:13][CH:12]1[CH3:22])=[O:10])[C:2]1[CH:7]=[CH:6][CH:5]=[CH:4][CH:3]=1, predict the reactants needed to synthesize it. The reactants are: [CH2:1]([O:8][C:9]([N:11]1[C:20]2[C:15](=[CH:16][CH:17]=[CH:18][CH:19]=2)[C:14](=O)[CH2:13][CH:12]1[CH3:22])=[O:10])[C:2]1[CH:7]=[CH:6][CH:5]=[CH:4][CH:3]=1.C(N(CC)CC)C.[CH2:30]([NH2:37])[C:31]1[CH:36]=[CH:35][CH:34]=[CH:33][CH:32]=1. (6) Given the product [N:2]1([NH:1][C:35]([C:24]2[CH2:23][CH:22]([C:19]3[CH:20]=[CH:21][C:16]([Cl:15])=[CH:17][CH:18]=3)[N:26]([C:27]3[CH:32]=[CH:31][C:30]([Cl:33])=[CH:29][C:28]=3[Cl:34])[N:25]=2)=[O:36])[CH2:7][CH2:6][CH2:5][CH2:4][CH2:3]1, predict the reactants needed to synthesize it. The reactants are: [NH2:1][N:2]1[CH2:7][CH2:6][CH2:5][CH2:4][CH2:3]1.C(N(CC)CC)C.[Cl:15][C:16]1[CH:21]=[CH:20][C:19]([CH:22]2[N:26]([C:27]3[CH:32]=[CH:31][C:30]([Cl:33])=[CH:29][C:28]=3[Cl:34])[N:25]=[C:24]([C:35](Cl)=[O:36])[CH2:23]2)=[CH:18][CH:17]=1. (7) Given the product [CH3:21][O:20][C:3]1[C:2]([CH3:1])=[CH:7][CH:6]=[C:5]2[C:4]=1[C:8]([CH3:18])([CH3:19])[CH2:9][C:10]([OH:17])([C:13]([F:14])([F:15])[F:16])[CH:11]2[NH:22][C:23]1[CH:32]=[CH:31][CH:30]=[C:29]2[C:24]=1[CH:25]=[N:26][N:27]([CH3:34])[C:28]2=[O:33], predict the reactants needed to synthesize it. The reactants are: [CH3:1][C:2]1[C:3]([O:20][CH3:21])=[C:4]([C:8]([CH3:19])([CH3:18])[CH2:9][C:10]([OH:17])([C:13]([F:16])([F:15])[F:14])[CH:11]=O)[CH:5]=[CH:6][CH:7]=1.[NH2:22][C:23]1[CH:32]=[CH:31][CH:30]=[C:29]2[C:24]=1[CH:25]=[N:26][N:27]([CH3:34])[C:28]2=[O:33]. (8) Given the product [CH3:1][O:2][C:3]([C:5]1[N:6]=[C:7]2[C:12]([C:13]([F:16])([F:15])[F:14])=[CH:11][C:10]([N+:24]([O-:26])=[O:25])=[CH:9][N:8]2[CH:18]=1)=[O:4], predict the reactants needed to synthesize it. The reactants are: [CH3:1][O:2][C:3]([C:5]1[N:6]=[C:7]2[C:12]([C:13]([F:16])([F:15])[F:14])=[CH:11][C:10](Br)=[CH:9][N:8]2[C:18]=1CC(OC)=O)=[O:4].[N+:24](C1C=C(C(F)(F)F)C(N)=NC=1)([O-:26])=[O:25].BrCC(=O)C(OC)=O. (9) Given the product [CH3:21][C:16]1[CH:15]=[C:14]([CH:19]=[CH:18][C:17]=1[CH3:20])[C:13]([C:4]1[C:3](=[O:23])[C:8]2[C:7](=[CH:12][CH:11]=[CH:10][CH:9]=2)[NH:6][CH:5]=1)=[O:22], predict the reactants needed to synthesize it. The reactants are: CO[C:3](=[O:23])[C:4]([C:13](=[O:22])[C:14]1[CH:19]=[CH:18][C:17]([CH3:20])=[C:16]([CH3:21])[CH:15]=1)=[CH:5][NH:6][C:7]1[CH:12]=[CH:11][CH:10]=[CH:9][CH:8]=1.CCCCCC.